From a dataset of Catalyst prediction with 721,799 reactions and 888 catalyst types from USPTO. Predict which catalyst facilitates the given reaction. (1) The catalyst class is: 78. Reactant: [N+:1]([C:4]1[CH:5]=[C:6]([N:10]2[CH2:13][CH:12]([OH:14])[CH2:11]2)[CH:7]=[CH:8][CH:9]=1)([O-])=O. Product: [NH2:1][C:4]1[CH:5]=[C:6]([N:10]2[CH2:11][CH:12]([OH:14])[CH2:13]2)[CH:7]=[CH:8][CH:9]=1. (2) Reactant: [NH:1]1[CH2:6][CH2:5][CH:4]([C:7]([O:9][CH2:10][C:11]2[CH:16]=[CH:15][CH:14]=[CH:13][CH:12]=2)=[O:8])[CH2:3][CH2:2]1.C(=O)([O-])[O-].[K+].[K+].[CH2:23](I)[CH2:24][CH2:25][CH2:26][CH2:27][CH2:28][CH3:29].C(OCC)(=O)C. Product: [CH2:23]([N:1]1[CH2:2][CH2:3][CH:4]([C:7]([O:9][CH2:10][C:11]2[CH:12]=[CH:13][CH:14]=[CH:15][CH:16]=2)=[O:8])[CH2:5][CH2:6]1)[CH2:24][CH2:25][CH2:26][CH2:27][CH2:28][CH3:29]. The catalyst class is: 9.